Dataset: Catalyst prediction with 721,799 reactions and 888 catalyst types from USPTO. Task: Predict which catalyst facilitates the given reaction. Reactant: [CH3:1][O:2][C:3]1[CH:8]=[CH:7][C:6]([N:9]2[CH:13]=[CH:12][C:11]([NH:14][CH2:15][C:16](OC)=[O:17])=[N:10]2)=[CH:5][CH:4]=1.C(N(CC)CC)C.ClC(OCC)=O.[BH4-].[Na+]. Product: [CH3:1][O:2][C:3]1[CH:4]=[CH:5][C:6]([N:9]2[CH:13]=[CH:12][C:11]([NH:14][CH2:15][CH2:16][OH:17])=[N:10]2)=[CH:7][CH:8]=1. The catalyst class is: 30.